From a dataset of Experimentally validated miRNA-target interactions with 360,000+ pairs, plus equal number of negative samples. Binary Classification. Given a miRNA mature sequence and a target amino acid sequence, predict their likelihood of interaction. (1) The miRNA is cel-miR-87-3p with sequence GUGAGCAAAGUUUCAGGUGUGC. The protein sequence of the target gene is MAASLSERLFSLELLVDWVRLEARLLPSPAAAVEQEEEEEEKEQGEASSPRGLCPAVAFRLLDFPTLLVYPPDGPGAPAAEPWPGVIRFGRGKSCLFRLQPATLHCRLLRTPLATLLLQLPPGRPTPTPQLLGACDISLATAAHRVVGPAASGCSHRHRGRFPLHNRVGERTGDIALAYRLTDLGSRLLSQLERPLTFTRTGGGAEVSPQTQQERQQLQQPASQPSPKEADKPLGELEIPEAQKDLKEMVKSKAECDNVGSVENGKTNSVVTCSGAGNGRNVSSLNEEVTELDMETNIFC.... Result: 0 (no interaction). (2) The protein sequence of the target gene is MASSSDSEDDSFMAVDQEETVLEGTMDQDEEPHPVLEAEETRHNRSMSELPEEVLEYILSFLSPYQEHKTAALVCKQWYRLIKGVAHQCYHGFMKAVQEGNIQWESRTYPYPGTPITQRFSHSACYYDANQSMYVFGGCTQSSCNAAFNDLWRLDLNSKEWIRPLASGSYPSPKAGATLVVYKDLLVLFGGWTRPSPYPLHQPERFFDEIHTYSPSKNWWNCIVTTHGPPPMAGHSSCVIDDKMIVFGGSLGSRQMSNDVWVLDLEQWAWSKPNISGPSPHPRGGQSQIVIDDATILILG.... Result: 0 (no interaction). The miRNA is mmu-miR-205-5p with sequence UCCUUCAUUCCACCGGAGUCUG. (3) The miRNA is hsa-miR-122-5p with sequence UGGAGUGUGACAAUGGUGUUUG. The protein sequence of the target gene is MTAPSCAFPVQFRQPSVSGLSQITKSLYISNGVAANNKLMLSSNQITMVINVSVEVVNTLYEDIQYMQVPVADSPNSRLCDFFDPIADHIHSVEMKQGRTLLHCAAGVSRSAALCLAYLMKYHAMSLLDAHTWTKSCRPIIRPNSGFWEQLIHYEFQLFGKNTVHMVSSPVGMIPDIYEKEVRLMIPL. Result: 1 (interaction). (4) Result: 0 (no interaction). The protein sequence of the target gene is MLMKKNASFEDFFLLLGFSNWPHLEVVLFVVILIFYLITLIGNLFIIILSYLDSHLHTPMYFFLSNLSFLDLCYTTSSIPQLLVNLWGPEKTISYAGCTVQLYFVLALGTAECVLLVVMSYDRYAAVCRPLHYTVLMHPRFCRLLAAASWVSGFTTSALHSSFTFWIPLCRHRLVDHFFCEVPALLRLSCVDTQANELTLMVMSSIFVLIPLILILTSYGAIARAVLSMQSTTGLQKVLRTCGAHLMVVSLFFIPVMCMYLQPPSENSQDQGKFIALFYTVVTPSLNPLIYTFRNKDVRG.... The miRNA is hsa-miR-4650-5p with sequence UCAGGCCUCUUUCUACCUU. (5) The miRNA is hsa-miR-151b with sequence UCGAGGAGCUCACAGUCU. The protein sequence of the target gene is MVNEYKRIVLLRGLECINKHYFSLFKSLLARDLNLERDNQEQYTTIQIANMMEEKFPADSGLGKLIAFCEEVPALRKRAEILKKERSEVTGETSLEKNGQEAGPATPTSTTSHMLASERGETSATQEETSTAQAGTSTAQARTSTAQAGTSTAQKRKIMREEETGVKKSKAAKEPDQPPCCEEPTARCQSPILHSSSSASSNIPSAKNQKSQPQNQNIPRGAVLHSEPLTVMVLTATDPFEYESPEHEVKNMLHATVATVSQYFHVKVFNINLKEKFTKKNFIIISNYFESKGILEINET.... Result: 0 (no interaction).